Task: Binary Classification. Given a miRNA mature sequence and a target amino acid sequence, predict their likelihood of interaction.. Dataset: Experimentally validated miRNA-target interactions with 360,000+ pairs, plus equal number of negative samples (1) The protein sequence of the target gene is MRHCINCCIQLLPDGAHKQQVNCQGGPHHGHQACPTCKGENKILFRVDSKQMNLLAVLEVRTEGNENWGGFLRFKKGKRCSLVFGLIIMTLVMASYILSGAHQELLISSPFHYGGFPSNPSLMDSENPSDTKEHHHQSSVNNISYMKDYPSIKLIINSITTRIEFTTRQLPDLEDLKKQELHMFSVIPNKFLPNSKSPCWYEEFSGQNTTDPYLTNSYVLYSKRFRSTFDALRKAFWGHLAHAHGKHFRLRCLPHFYIIGQPKCGTTDLYDRLRLHPEVKFSAIKEPHWWTRKRFGIVRL.... The miRNA is hsa-miR-30a-5p with sequence UGUAAACAUCCUCGACUGGAAG. Result: 1 (interaction). (2) The protein sequence of the target gene is MVLSVPVIALGATLGTATSILALCGVTCLCRHMHPKKGLLPRDREPDPEKARPGVLQAAQQFNIKKSTEPVQPRPLLKFPDIYGPRPAVTAPEVINYADYTLETTEESAAPASPQAQSDSRLKRQVTEELSIRPQNGVVEDVCVMETWNPEKAASWNQAPKLHFRLDYDQKKAELFVTSLEAVTSDHEGGCDCYIQGSVAVKTGSVEAQTALKKRQLHTTWEEGLALPLGEEELPTATLTLTLRTCDRFSRHSVIGELRLGLDGASVPLGAAQWGELKTTAKEPSAGAGEVLLSISYLPA.... Result: 0 (no interaction). The miRNA is hsa-miR-6739-3p with sequence AUUGUUCUGUCUUUCUCCCAG. (3) The miRNA is hsa-miR-6821-5p with sequence GUGCGUGGUGGCUCGAGGCGGGG. The protein sequence of the target gene is MMTTSLIWGIAIAACCCLWLILGIRRRQTGEPPLENGLIPYLGCALQFGANPLEFLRANQRKHGHVFTCKLMGKYVHFITNPLSYHKVLCHGKYFDWKKFHFATSAKAFGHRSIDPMDGNTTENINDTFIKTLQGHALNSLTESMMENLQRIMRPPVSSNSKTAAWVTEGMYSFCYRVMFEAGYLTIFGRDLTRRDTQKAHILNNLDNFKQFDKVFPALVAGLPIHMFRTAHNAREKLAESLRHENLQKRESISELISLRMFLNDTLSTFDDLEKAKTHLVVLWASQANTIPATFWSLFQ.... Result: 0 (no interaction). (4) The miRNA is hsa-miR-6796-5p with sequence UUGUGGGGUUGGAGAGCUGGCUG. The protein sequence of the target gene is MAALAEEQTEVAVKLEPEGPPTLLPPQAGDGAGEGSGGTTNNGPNGGGGNVAASSSTGGDGGTPKPTVAVSAAAPAGAAPVPAAAPDAGAPHDRQTLLAVLQFLRQSKLREAEEALRREAGLLEEAVAGSGAPGEVDSAGAEVTSALLSRVTASAPGPAAPDPPGTGASGATVVSGSASGPAAPGKVGSVAVEDQPDVSAVLSAYNQQGDPTMYEEYYSGLKHFIECSLDCHRAELSQLFYPLFVHMYLELVYNQHENEAKSFFEKFHGDQECYYQDDLRVLSSLTKKEHMKGNETMLDF.... Result: 0 (no interaction).